Predict the product of the given reaction. From a dataset of Forward reaction prediction with 1.9M reactions from USPTO patents (1976-2016). Given the reactants F[C:2]1[CH:7]=[CH:6][C:5]([C:8]2[O:9][C:10]([C:13]3[C:14]([C:19]4[CH:24]=[CH:23][CH:22]=[CH:21][CH:20]=4)=[N:15][O:16][C:17]=3[CH3:18])=[N:11][N:12]=2)=[C:4]([O:25][CH3:26])[CH:3]=1.[NH:27]1[CH2:32][CH2:31][S:30][CH2:29][CH2:28]1, predict the reaction product. The product is: [CH3:26][O:25][C:4]1[CH:3]=[C:2]([N:27]2[CH2:32][CH2:31][S:30][CH2:29][CH2:28]2)[CH:7]=[CH:6][C:5]=1[C:8]1[O:9][C:10]([C:13]2[C:14]([C:19]3[CH:24]=[CH:23][CH:22]=[CH:21][CH:20]=3)=[N:15][O:16][C:17]=2[CH3:18])=[N:11][N:12]=1.